From a dataset of Experimentally validated miRNA-target interactions with 360,000+ pairs, plus equal number of negative samples. Binary Classification. Given a miRNA mature sequence and a target amino acid sequence, predict their likelihood of interaction. (1) Result: 1 (interaction). The protein sequence of the target gene is MSEPHRVQFTSVPGSLNPAFLKKSRKEEVGGTEQHQDCEPAAAAVRITLTLFEPDHKRCPEFFYPELVKNIRGKVKGLHPGDKKKDVLDPFNDEEKERHKVEALARKFEEKYGGKKRRKDRIQDLIDMGYGYDESDSFIDNSEAYDELVPASLTTKYGGFYINSGTLQFRQASESEDDFIKEKKKKSPKKRKLKEGGEKIKKKKKDDTYDKEKKSKKSKFSKAGFTALNASKEKKKKKYSGSLSVREMLKKFQKEKEAQKKREEEHKPVAVSSIEAQGLRELEGTSDPLLSLFGSTSDND.... The miRNA is mmu-miR-26a-5p with sequence UUCAAGUAAUCCAGGAUAGGCU. (2) The miRNA is hsa-miR-7850-5p with sequence GUUUGGACAUAGUGUGGCUGG. The protein sequence of the target gene is MEPEPAAQKQPRPRRRSRRVSMLSEEPAAGLPADTPGPAANERCSLRRGSSFTFLTPGPHWDFTLKRKRREKDDDAVSLSSLDLKEPSNKRVRPLARVTSLANLISPVRNGAVRRFGQTIQSFTLRGDHRSPASAQKSFSRSTVPTPTKRRSSALWSEMLDINMKESLTTREIKRQEAIYELSRGEQDLIEDLKLARKAYHDPMLKLSIMSEEELTHIFGDLDAYIPLHEDLLARIGEATKPDGTVEQIGHILVNWLPGLNAYRGYCSNQLAAKALLDQKKQDPRVQDFLQRCLESPFSR.... Result: 0 (no interaction). (3) The miRNA is hsa-miR-5579-5p with sequence UAUGGUACUCCUUAAGCUAAC. The protein sequence of the target gene is MAATARRGWGAAAVAAGLRRRFCHMLKNPYTIKKQPLHQFVQRPLFPLPAAFYHPVRYMFIQTQDTPNPNSLKFIPGKPVLETRTMDFPTPAAAFRSPLARQLFRIEGVKSVFFGPDFITVTKENEELDWNLLKPDIYATIMDFFASGLPLVTEETPSGEAGSEEDDEVVAMIKELLDTRIRPTVQEDGGDVIYKGFEDGIVQLKLQGSCTSCPSSIITLKNGIQNMLQFYIPEVEGVEQVMDDESDEKEANSP. Result: 0 (no interaction).